This data is from Full USPTO retrosynthesis dataset with 1.9M reactions from patents (1976-2016). The task is: Predict the reactants needed to synthesize the given product. (1) Given the product [Cl:8][C:9]1[CH:10]=[C:11]2[C:16](=[C:17]([C:19]([NH:5][S:2]([CH3:1])(=[O:4])=[O:3])=[O:20])[CH:18]=1)[NH:15][CH:14]([C:22]1[CH:27]=[CH:26][CH:25]=[C:24]([N:28]3[CH2:32][CH2:31][O:30][C:29]3=[O:33])[CH:23]=1)[CH2:13][C:12]2([CH3:35])[CH3:34], predict the reactants needed to synthesize it. The reactants are: [CH3:1][S:2]([NH2:5])(=[O:4])=[O:3].[H-].[Na+].[Cl:8][C:9]1[CH:10]=[C:11]2[C:16](=[C:17]([C:19](O)=[O:20])[CH:18]=1)[NH:15][CH:14]([C:22]1[CH:27]=[CH:26][CH:25]=[C:24]([N:28]3[CH2:32][CH2:31][O:30][C:29]3=[O:33])[CH:23]=1)[CH2:13][C:12]2([CH3:35])[CH3:34].C(N1C=CN=C1)(N1C=CN=C1)=O. (2) Given the product [BrH:9].[CH3:20][O:19][C:16]1[CH:17]=[CH:18][C:13]([C:11]2[N:8]=[C:2]3[CH:3]=[C:4]([NH2:7])[CH:5]=[CH:6][N:1]3[CH:10]=2)=[CH:14][CH:15]=1, predict the reactants needed to synthesize it. The reactants are: [N:1]1[CH:6]=[CH:5][C:4]([NH2:7])=[CH:3][C:2]=1[NH2:8].[Br:9][CH2:10][C:11]([C:13]1[CH:18]=[CH:17][C:16]([O:19][CH3:20])=[CH:15][CH:14]=1)=O.C(=O)(O)[O-].[Na+].CO.